From a dataset of Full USPTO retrosynthesis dataset with 1.9M reactions from patents (1976-2016). Predict the reactants needed to synthesize the given product. (1) Given the product [Cl:7][CH2:21][C:13]1[N:12]([CH2:24][CH2:25][CH3:26])[C:11](=[O:27])[C:10]2[C:15](=[C:16]([OH:20])[C:17]([Cl:19])=[CH:18][C:9]=2[Cl:8])[N:14]=1, predict the reactants needed to synthesize it. The reactants are: C(N)CC.CN.[ClH:7].[Cl:8][C:9]1[CH:18]=[C:17]([Cl:19])[C:16]([OH:20])=[C:15]2[C:10]=1[C:11](=[O:27])[N:12]([CH2:24][CH2:25][CH3:26])[C:13]([CH2:21]NC)=[N:14]2. (2) Given the product [Br:17][C:18]1[CH:27]=[CH:26][CH:25]=[C:24]2[C:19]=1[CH:20]=[CH:21][C:22]([S:28]([N:7]([C:4]1[CH:5]=[CH:6][N:1]=[CH:2][N:3]=1)[CH2:15][O:14][CH2:13][CH2:12][Si:9]([CH3:11])([CH3:10])[CH3:8])(=[O:29])=[O:30])=[CH:23]2, predict the reactants needed to synthesize it. The reactants are: [N:1]1[CH:6]=[CH:5][C:4]([NH2:7])=[N:3][CH:2]=1.[CH3:8][Si:9]([CH2:12][CH2:13][O:14][CH2:15]Cl)([CH3:11])[CH3:10].[Br:17][C:18]1[CH:27]=[CH:26][CH:25]=[C:24]2[C:19]=1[CH:20]=[CH:21][C:22]([S:28](OC1C(F)=C(F)C(F)=C(F)C=1F)(=[O:30])=[O:29])=[CH:23]2.CC(C)([O-])C.[Li+].C1COCC1. (3) Given the product [Cl:1][C:2]1[CH:10]=[CH:9][C:5]([C:6]([O:8][CH3:16])=[O:7])=[C:4]([OH:11])[CH:3]=1, predict the reactants needed to synthesize it. The reactants are: [Cl:1][C:2]1[CH:10]=[CH:9][C:5]([C:6]([OH:8])=[O:7])=[C:4]([OH:11])[CH:3]=1.S(Cl)(Cl)=O.[CH3:16]O. (4) The reactants are: C([O:8][C:9]1[CH:14]=[CH:13][C:12]([CH2:15][C@H:16]([O:22][CH2:23][CH3:24])[C:17]([O:19][CH2:20][CH3:21])=[O:18])=[CH:11][CH:10]=1)C1C=CC=CC=1.[H][H]. Given the product [CH2:20]([O:19][C:17](=[O:18])[C@@H:16]([O:22][CH2:23][CH3:24])[CH2:15][C:12]1[CH:11]=[CH:10][C:9]([OH:8])=[CH:14][CH:13]=1)[CH3:21], predict the reactants needed to synthesize it. (5) The reactants are: [CH:1]([C@@H:4]1[CH2:8][C@@H:7]([C@@H:9]([N:44]=[N+]=[N-])[CH2:10][C@@H:11]([CH:41]([CH3:43])[CH3:42])[CH:12](OC(=O)C)[C:13]2[CH:18]=[CH:17][C:16]([O:19][CH2:20][CH2:21][CH2:22][O:23]CC3C=CC=CC=3)=[C:15]([O:31][CH2:32][CH2:33][CH2:34][O:35][CH3:36])[CH:14]=2)[O:6][C:5]1=[O:47])([CH3:3])[CH3:2]. Given the product [CH:1]([C@@H:4]1[CH2:8][C@@H:7]([C@@H:9]([NH2:44])[CH2:10][C@@H:11]([CH:41]([CH3:43])[CH3:42])[CH2:12][C:13]2[CH:18]=[CH:17][C:16]([O:19][CH2:20][CH2:21][CH2:22][OH:23])=[C:15]([O:31][CH2:32][CH2:33][CH2:34][O:35][CH3:36])[CH:14]=2)[O:6][C:5]1=[O:47])([CH3:3])[CH3:2], predict the reactants needed to synthesize it. (6) Given the product [OH:11][C:8]1[CH:9]=[CH:10][C:5]([C:4]([NH2:19])=[O:3])=[CH:6][CH:7]=1, predict the reactants needed to synthesize it. The reactants are: C([O:3][C:4](=O)[C:5]1[CH:10]=[CH:9][C:8]([OH:11])=[CH:7][CH:6]=1)C.C=O.C(O)(=O)C.[NH3:19].